Dataset: NCI-60 drug combinations with 297,098 pairs across 59 cell lines. Task: Regression. Given two drug SMILES strings and cell line genomic features, predict the synergy score measuring deviation from expected non-interaction effect. (1) Drug 1: CC1=C2C(C(=O)C3(C(CC4C(C3C(C(C2(C)C)(CC1OC(=O)C(C(C5=CC=CC=C5)NC(=O)OC(C)(C)C)O)O)OC(=O)C6=CC=CC=C6)(CO4)OC(=O)C)O)C)O. Drug 2: C1CN1C2=NC(=NC(=N2)N3CC3)N4CC4. Cell line: MDA-MB-435. Synergy scores: CSS=23.6, Synergy_ZIP=-4.20, Synergy_Bliss=-1.80, Synergy_Loewe=-30.4, Synergy_HSA=-1.19. (2) Drug 1: CC1=C(C=C(C=C1)NC(=O)C2=CC=C(C=C2)CN3CCN(CC3)C)NC4=NC=CC(=N4)C5=CN=CC=C5. Drug 2: CC1=C(N=C(N=C1N)C(CC(=O)N)NCC(C(=O)N)N)C(=O)NC(C(C2=CN=CN2)OC3C(C(C(C(O3)CO)O)O)OC4C(C(C(C(O4)CO)O)OC(=O)N)O)C(=O)NC(C)C(C(C)C(=O)NC(C(C)O)C(=O)NCCC5=NC(=CS5)C6=NC(=CS6)C(=O)NCCC[S+](C)C)O. Cell line: SF-268. Synergy scores: CSS=16.7, Synergy_ZIP=-5.97, Synergy_Bliss=3.51, Synergy_Loewe=-10.3, Synergy_HSA=1.67. (3) Drug 1: C1CC(=O)NC(=O)C1N2CC3=C(C2=O)C=CC=C3N. Drug 2: CS(=O)(=O)OCCCCOS(=O)(=O)C. Cell line: CAKI-1. Synergy scores: CSS=18.2, Synergy_ZIP=-5.87, Synergy_Bliss=-4.17, Synergy_Loewe=-1.34, Synergy_HSA=-0.269. (4) Drug 1: CC1=CC=C(C=C1)C2=CC(=NN2C3=CC=C(C=C3)S(=O)(=O)N)C(F)(F)F. Drug 2: CC1=C2C(C(=O)C3(C(CC4C(C3C(C(C2(C)C)(CC1OC(=O)C(C(C5=CC=CC=C5)NC(=O)OC(C)(C)C)O)O)OC(=O)C6=CC=CC=C6)(CO4)OC(=O)C)O)C)O. Cell line: SF-539. Synergy scores: CSS=6.72, Synergy_ZIP=10.8, Synergy_Bliss=12.8, Synergy_Loewe=12.1, Synergy_HSA=14.3. (5) Drug 1: C1=NC2=C(N1)C(=S)N=CN2. Drug 2: B(C(CC(C)C)NC(=O)C(CC1=CC=CC=C1)NC(=O)C2=NC=CN=C2)(O)O. Cell line: SR. Synergy scores: CSS=61.8, Synergy_ZIP=0.307, Synergy_Bliss=1.74, Synergy_Loewe=-11.0, Synergy_HSA=0.974. (6) Drug 1: CN1CCC(CC1)COC2=C(C=C3C(=C2)N=CN=C3NC4=C(C=C(C=C4)Br)F)OC. Drug 2: CCCCC(=O)OCC(=O)C1(CC(C2=C(C1)C(=C3C(=C2O)C(=O)C4=C(C3=O)C=CC=C4OC)O)OC5CC(C(C(O5)C)O)NC(=O)C(F)(F)F)O. Cell line: MALME-3M. Synergy scores: CSS=1.08, Synergy_ZIP=-0.467, Synergy_Bliss=3.77, Synergy_Loewe=2.97, Synergy_HSA=2.62.